Regression. Given a peptide amino acid sequence and an MHC pseudo amino acid sequence, predict their binding affinity value. This is MHC class I binding data. From a dataset of Peptide-MHC class I binding affinity with 185,985 pairs from IEDB/IMGT. (1) The peptide sequence is EYHLLYQKT. The MHC is HLA-A26:01 with pseudo-sequence HLA-A26:01. The binding affinity (normalized) is 0. (2) The peptide sequence is DPPTDTPLDLA. The MHC is Mamu-A01 with pseudo-sequence Mamu-A01. The binding affinity (normalized) is 0.612. (3) The peptide sequence is EKDSNHNVL. The MHC is HLA-B57:01 with pseudo-sequence HLA-B57:01. The binding affinity (normalized) is 0.0847. (4) The peptide sequence is GSEEIKSLF. The MHC is HLA-A26:01 with pseudo-sequence HLA-A26:01. The binding affinity (normalized) is 0.0847. (5) The peptide sequence is YSKPWMAFF. The MHC is HLA-A26:02 with pseudo-sequence HLA-A26:02. The binding affinity (normalized) is 1.00.